This data is from Reaction yield outcomes from USPTO patents with 853,638 reactions. The task is: Predict the reaction yield, written as a fraction of the theoretical maximum amount of product (1.0 means a 100% yield; for example, 0.34 means a 34% yield). (1) The reactants are [NH2:1][C:2]1[CH:3]=[C:4]([C@H:8]([NH:10][C:11]2[C:20]3[C:15](=[C:16]([C:21]([NH2:23])=[O:22])[CH:17]=[CH:18][CH:19]=3)[N:14]=[CH:13][N:12]=2)[CH3:9])[CH:5]=[CH:6][CH:7]=1.[F:24][C:25]1[CH:26]=[C:27]([CH:31]=[CH:32][C:33]=1[O:34][CH3:35])[C:28](Cl)=[O:29].O. The catalyst is N1C=CC=CC=1. The product is [F:24][C:25]1[CH:26]=[C:27]([CH:31]=[CH:32][C:33]=1[O:34][CH3:35])[C:28]([NH:1][C:2]1[CH:3]=[C:4]([C@H:8]([NH:10][C:11]2[C:20]3[C:15](=[C:16]([C:21]([NH2:23])=[O:22])[CH:17]=[CH:18][CH:19]=3)[N:14]=[CH:13][N:12]=2)[CH3:9])[CH:5]=[CH:6][CH:7]=1)=[O:29]. The yield is 0.980. (2) The reactants are [CH:1]([C:4]1[CH:12]=[CH:11][C:10]2[NH:9][C:8]3[CH2:13][CH2:14][N:15]([CH3:17])[CH2:16][C:7]=3[C:6]=2[CH:5]=1)([CH3:3])[CH3:2].[OH-].[K+].[CH3:20][C:21]1[CH:26]=[CH:25][C:24]([CH:27]=[CH2:28])=[CH:23][N:22]=1. The catalyst is CN1CCCC1=O.O. The product is [CH:1]([C:4]1[CH:12]=[CH:11][C:10]2[N:9]([CH2:28][CH2:27][C:24]3[CH:23]=[N:22][C:21]([CH3:20])=[CH:26][CH:25]=3)[C:8]3[CH2:13][CH2:14][N:15]([CH3:17])[CH2:16][C:7]=3[C:6]=2[CH:5]=1)([CH3:3])[CH3:2]. The yield is 0.150. (3) The reactants are [NH2:1][C:2]1[CH:10]=[CH:9][C:8]([Br:11])=[CH:7][C:3]=1[C:4]([OH:6])=[O:5].[C:12](Cl)(=O)[C:13]1[CH:18]=[CH:17][CH:16]=[CH:15][CH:14]=1. No catalyst specified. The product is [Br:11][C:8]1[CH:9]=[CH:10][C:2]2[N:1]=[C:12]([C:13]3[CH:18]=[CH:17][CH:16]=[CH:15][CH:14]=3)[O:5][C:4](=[O:6])[C:3]=2[CH:7]=1. The yield is 0.970. (4) The reactants are O1CCCC1.[CH:6]1([O:12][C:13]2[CH:18]=[CH:17][C:16]([CH2:19][C:20](Cl)=[N:21][OH:22])=[CH:15][CH:14]=2)[CH2:11][CH2:10][CH2:9][CH2:8][CH2:7]1.[C:24]([C:26]1[C:27]([NH2:32])=[N:28][CH:29]=[CH:30][CH:31]=1)#[CH:25].C(N(CC)CC)C. The catalyst is O. The product is [CH:6]1([O:12][C:13]2[CH:18]=[CH:17][C:16]([CH2:19][C:20]3[CH:25]=[C:24]([C:26]4[C:27]([NH2:32])=[N:28][CH:29]=[CH:30][CH:31]=4)[O:22][N:21]=3)=[CH:15][CH:14]=2)[CH2:11][CH2:10][CH2:9][CH2:8][CH2:7]1. The yield is 0.190. (5) The reactants are [Br:1][C:2]1[C:8]([CH3:9])=[CH:7][C:5]([NH2:6])=[C:4]([F:10])[CH:3]=1.N1C=CC=CC=1.[CH3:17][S:18](Cl)(=[O:20])=[O:19]. The catalyst is C(Cl)Cl. The product is [Br:1][C:2]1[C:8]([CH3:9])=[CH:7][C:5]([NH:6][S:18]([CH3:17])(=[O:20])=[O:19])=[C:4]([F:10])[CH:3]=1. The yield is 0.990. (6) The catalyst is C(Cl)Cl. The reactants are [Cl:1][C:2]1[O:12][C:5]2=[C:6]([O:10]C)[N:7]=[CH:8][CH:9]=[C:4]2[CH:3]=1.B(Br)(Br)Br. The yield is 0.470. The product is [Cl:1][C:2]1[O:12][C:5]2=[C:6]([OH:10])[N:7]=[CH:8][CH:9]=[C:4]2[CH:3]=1. (7) The yield is 0.560. The reactants are [C:1]([O:5][C:6]([N:8]([CH3:27])[CH2:9][CH2:10][CH:11]([C:19]1[CH:24]=[C:23]([Cl:25])[CH:22]=[CH:21][C:20]=1[CH3:26])[O:12][CH2:13][C:14](OCC)=[O:15])=[O:7])([CH3:4])([CH3:3])[CH3:2].[BH4-].[Na+]. The catalyst is CO. The product is [Cl:25][C:23]1[CH:22]=[CH:21][C:20]([CH3:26])=[C:19]([CH:11]([O:12][CH2:13][CH2:14][OH:15])[CH2:10][CH2:9][N:8]([CH3:27])[C:6](=[O:7])[O:5][C:1]([CH3:3])([CH3:4])[CH3:2])[CH:24]=1. (8) The product is [S:18]1[CH:17]=[C:16]([C:14]2[N:13]([CH2:22][CH2:23][CH2:24][CH2:25][CH2:26][B:27]([OH:29])[OH:28])[C:11]3[CH:12]=[CH:7][CH:8]=[CH:9][C:10]=3[N:15]=2)[N:20]=[CH:19]1. The catalyst is CN(C)C=O. The reactants are C(=O)([O-])[O-].[Cs+].[Cs+].[CH:7]1[CH:8]=[CH:9][C:10]2[N:15]=[C:14]([C:16]3[N:20]=[CH:19][S:18][CH:17]=3)[NH:13][C:11]=2[CH:12]=1.Br[CH2:22][CH2:23][CH2:24][CH2:25][CH2:26][B:27]([OH:29])[OH:28].FC(F)(F)C(O)=O. The yield is 0.700. (9) The reactants are [CH2:1]([O:23][C:24]1[CH:60]=[CH:59][C:27]([C:28]([C:30]2[CH:35]=[CH:34][C:33]([O:36][CH2:37][CH2:38][CH2:39][CH2:40][CH2:41][CH2:42][CH2:43][CH2:44][CH2:45][CH2:46][CH2:47][CH2:48][CH2:49][CH2:50][CH2:51][CH2:52][CH2:53][CH2:54][CH2:55][CH2:56][CH2:57][CH3:58])=[CH:32][CH:31]=2)=[O:29])=[CH:26][CH:25]=1)[CH2:2][CH2:3][CH2:4][CH2:5][CH2:6][CH2:7][CH2:8][CH2:9][CH2:10][CH2:11][CH2:12][CH2:13][CH2:14][CH2:15][CH2:16][CH2:17][CH2:18][CH2:19][CH2:20][CH2:21][CH3:22].C1COCC1.[BH4-].[Na+].Cl. The catalyst is CO. The product is [CH2:1]([O:23][C:24]1[CH:25]=[CH:26][C:27]([CH:28]([OH:29])[C:30]2[CH:35]=[CH:34][C:33]([O:36][CH2:37][CH2:38][CH2:39][CH2:40][CH2:41][CH2:42][CH2:43][CH2:44][CH2:45][CH2:46][CH2:47][CH2:48][CH2:49][CH2:50][CH2:51][CH2:52][CH2:53][CH2:54][CH2:55][CH2:56][CH2:57][CH3:58])=[CH:32][CH:31]=2)=[CH:59][CH:60]=1)[CH2:2][CH2:3][CH2:4][CH2:5][CH2:6][CH2:7][CH2:8][CH2:9][CH2:10][CH2:11][CH2:12][CH2:13][CH2:14][CH2:15][CH2:16][CH2:17][CH2:18][CH2:19][CH2:20][CH2:21][CH3:22]. The yield is 0.990.